Task: Predict which catalyst facilitates the given reaction.. Dataset: Catalyst prediction with 721,799 reactions and 888 catalyst types from USPTO (1) Reactant: C1(P(C2C=CC=CC=2)C2C=CC=CC=2)C=CC=CC=1.BrN1C(=O)CCC1=O.[F:28][C:29]1[CH:37]=[C:36]2[C:32]([C:33]([C:41]([OH:43])=O)=[CH:34][N:35]2[CH:38]([CH3:40])[CH3:39])=[CH:31][CH:30]=1.[NH2:44][C:45]1[S:46][CH:47]=[CH:48][N:49]=1. Product: [S:46]1[CH:47]=[CH:48][N:49]=[C:45]1[NH:44][C:41]([C:33]1[C:32]2[C:36](=[CH:37][C:29]([F:28])=[CH:30][CH:31]=2)[N:35]([CH:38]([CH3:39])[CH3:40])[CH:34]=1)=[O:43]. The catalyst class is: 2. (2) Reactant: Br[C:2]1[CH:7]=[N:6][C:5]2=[C:8]([NH:11][CH:12]3[CH2:17][CH2:16][O:15][CH2:14][CH2:13]3)[S:9][N:10]=[C:4]2[CH:3]=1.[CH3:18][O:19][C:20]1[CH:21]=[C:22](B(O)O)[CH:23]=[CH:24][C:25]=1[O:26][CH3:27].C([O-])([O-])=O.[K+].[K+]. Product: [CH3:18][O:19][C:20]1[CH:21]=[C:22]([C:2]2[CH:7]=[N:6][C:5]3=[C:8]([NH:11][CH:12]4[CH2:17][CH2:16][O:15][CH2:14][CH2:13]4)[S:9][N:10]=[C:4]3[CH:3]=2)[CH:23]=[CH:24][C:25]=1[O:26][CH3:27]. The catalyst class is: 73. (3) Reactant: [CH3:1][C:2]1[C:10]2[C:5](=[CH:6][CH:7]=[CH:8][CH:9]=2)[CH2:4][C:3]=1[C:11]([OH:13])=O.Cl.[CH3:15][O:16][C:17](=[O:34])[C@@H:18]([NH:28][C:29](=[O:33])[C@@H:30]([NH2:32])[CH3:31])[CH2:19][C:20]1[CH:25]=[CH:24][C:23]([O:26][CH3:27])=[CH:22][CH:21]=1.C(N(CC)C(C)C)(C)C.CN(C(ON1N=NC2C=CC=NC1=2)=[N+](C)C)C.F[P-](F)(F)(F)(F)F. Product: [CH3:15][O:16][C:17](=[O:34])[C@@H:18]([NH:28][C:29](=[O:33])[C@@H:30]([NH:32][C:11]([C:3]1[CH2:4][C:5]2[C:10]([C:2]=1[CH3:1])=[CH:9][CH:8]=[CH:7][CH:6]=2)=[O:13])[CH3:31])[CH2:19][C:20]1[CH:21]=[CH:22][C:23]([O:26][CH3:27])=[CH:24][CH:25]=1. The catalyst class is: 3. (4) Reactant: [H-].[Al+3].[Li+].[H-].[H-].[H-].[CH2:7]([O:14][C:15]1[CH:22]=[CH:21][C:18]([C:19]#[N:20])=[CH:17][C:16]=1[O:23][CH2:24][CH2:25][CH2:26][CH2:27][O:28][CH2:29][C:30]1[CH:35]=[CH:34][CH:33]=[CH:32][CH:31]=1)[C:8]1[CH:13]=[CH:12][CH:11]=[CH:10][CH:9]=1.C(O)C.S([O-])([O-])(=O)=O.[Na+].[Na+]. Product: [CH2:7]([O:14][C:15]1[CH:22]=[CH:21][C:18]([CH2:19][NH2:20])=[CH:17][C:16]=1[O:23][CH2:24][CH2:25][CH2:26][CH2:27][O:28][CH2:29][C:30]1[CH:31]=[CH:32][CH:33]=[CH:34][CH:35]=1)[C:8]1[CH:9]=[CH:10][CH:11]=[CH:12][CH:13]=1. The catalyst class is: 30. (5) Reactant: [C:1]([OH:8])(=[O:7])/[CH:2]=[CH:3]/[C:4]([OH:6])=[O:5].[P:9]([O-:45])([OH:44])([O:11][CH2:12][N+:13]1[C:17]([CH3:18])=[CH:16][N:15]([C:19]2[CH:24]=[CH:23][C:22](/[CH:25]=[C:26]3/[C:27](=[O:41])[N:28]([C@H:32]([C:34]4[CH:39]=[CH:38][C:37]([F:40])=[CH:36][CH:35]=4)[CH3:33])[CH2:29][CH2:30][CH2:31]/3)=[CH:21][C:20]=2[O:42][CH3:43])[CH:14]=1)=[O:10]. Product: [C:1]([O-:8])(=[O:7])/[CH:2]=[CH:3]/[C:4]([OH:6])=[O:5].[P:9]([OH:44])([OH:45])([O:11][CH2:12][N+:13]1[C:17]([CH3:18])=[CH:16][N:15]([C:19]2[CH:24]=[CH:23][C:22](/[CH:25]=[C:26]3/[C:27](=[O:41])[N:28]([C@H:32]([C:34]4[CH:35]=[CH:36][C:37]([F:40])=[CH:38][CH:39]=4)[CH3:33])[CH2:29][CH2:30][CH2:31]/3)=[CH:21][C:20]=2[O:42][CH3:43])[CH:14]=1)=[O:10]. The catalyst class is: 5.